Dataset: Full USPTO retrosynthesis dataset with 1.9M reactions from patents (1976-2016). Task: Predict the reactants needed to synthesize the given product. (1) Given the product [Br:1][C:2]1[CH:7]=[CH:6][C:5]([S:8]([NH:24][CH2:23][C:19]2[CH:18]=[C:17]3[C:22](=[CH:21][CH:20]=2)[N:14]([CH3:13])[N:15]=[CH:16]3)(=[O:10])=[O:9])=[C:4]([Cl:12])[CH:3]=1, predict the reactants needed to synthesize it. The reactants are: [Br:1][C:2]1[CH:7]=[CH:6][C:5]([S:8](Cl)(=[O:10])=[O:9])=[C:4]([Cl:12])[CH:3]=1.[CH3:13][N:14]1[C:22]2[C:17](=[CH:18][C:19]([CH2:23][NH2:24])=[CH:20][CH:21]=2)[CH:16]=[N:15]1. (2) Given the product [CH2:13]([CH2:12][NH2:15])[OH:14].[CH2:34]([CH2:36][NH2:37])[OH:35].[CH3:1][C:2]1[CH:3]=[C:4]([N:9]2[C:13](=[O:14])/[C:12](=[N:15]\[NH:16][C:17]3[C:18]([OH:32])=[C:19]([C:23]4[CH:28]=[CH:27][CH:26]=[C:25]([C:29]([OH:31])=[O:30])[CH:24]=4)[CH:20]=[CH:21][CH:22]=3)/[C:11]([CH3:33])=[N:10]2)[CH:5]=[CH:6][C:7]=1[CH3:8], predict the reactants needed to synthesize it. The reactants are: [CH3:1][C:2]1[CH:3]=[C:4]([N:9]2[C:13](=[O:14])/[C:12](=[N:15]\[NH:16][C:17]3[C:18]([OH:32])=[C:19]([C:23]4[CH:28]=[CH:27][CH:26]=[C:25]([C:29]([OH:31])=[O:30])[CH:24]=4)[CH:20]=[CH:21][CH:22]=3)/[C:11]([CH3:33])=[N:10]2)[CH:5]=[CH:6][C:7]=1[CH3:8].[CH2:34]([CH2:36][NH2:37])[OH:35]. (3) Given the product [OH:8][C@@H:4]1[CH2:5][CH2:6][CH2:7][C@H:3]1[NH:2][C:15](=[O:16])[O:17][C:18]([CH3:21])([CH3:20])[CH3:19], predict the reactants needed to synthesize it. The reactants are: Cl.[NH2:2][C@@H:3]1[CH2:7][CH2:6][CH2:5][C@H:4]1[OH:8].C(=O)([O-])[O-].[Na+].[Na+].[C:15](O[C:15]([O:17][C:18]([CH3:21])([CH3:20])[CH3:19])=[O:16])([O:17][C:18]([CH3:21])([CH3:20])[CH3:19])=[O:16].